From a dataset of Forward reaction prediction with 1.9M reactions from USPTO patents (1976-2016). Predict the product of the given reaction. Given the reactants C[O:2][C:3](=[O:20])[CH2:4][CH2:5][N:6]1[C:11]2[CH:12]=[CH:13][CH:14]=[C:15]([CH:16]([CH3:18])[CH3:17])[C:10]=2[O:9][CH2:8][C:7]1=[O:19].[OH-].[Na+], predict the reaction product. The product is: [CH:16]([C:15]1[C:10]2[O:9][CH2:8][C:7](=[O:19])[N:6]([CH2:5][CH2:4][C:3]([OH:20])=[O:2])[C:11]=2[CH:12]=[CH:13][CH:14]=1)([CH3:18])[CH3:17].